The task is: Regression/Classification. Given a drug SMILES string, predict its toxicity properties. Task type varies by dataset: regression for continuous values (e.g., LD50, hERG inhibition percentage) or binary classification for toxic/non-toxic outcomes (e.g., AMES mutagenicity, cardiotoxicity, hepatotoxicity). Dataset: ames.. This data is from Ames mutagenicity test results for genotoxicity prediction. (1) The compound is CCCCCCC(C)(C)C(=O)OCC1CO1. The result is 1 (mutagenic). (2) The drug is CCC(C)n1c(=O)[nH]c(C)c(Br)c1=O. The result is 0 (non-mutagenic). (3) The compound is OC1CC=Cc2cccnc21. The result is 0 (non-mutagenic). (4) The compound is CC(=O)OC1C(O)C2OC3C=C(C)C(=O)C(O)C3(CO)C1(C)C21CO1. The result is 0 (non-mutagenic). (5) The molecule is Oc1cc(O)c2ccccc2n1. The result is 1 (mutagenic). (6) The compound is Cc1cc(-c2ccc(N)c(C)c2)ccc1N. The result is 1 (mutagenic). (7) The compound is CCCCCO. The result is 0 (non-mutagenic).